This data is from Forward reaction prediction with 1.9M reactions from USPTO patents (1976-2016). The task is: Predict the product of the given reaction. (1) Given the reactants Cl[C:2](Cl)([O:4]C(=O)OC(Cl)(Cl)Cl)Cl.[Cl:13][C:14]1[N:19]=[C:18]([S:20][CH2:21][C:22]2[CH:27]=[CH:26][CH:25]=[CH:24][CH:23]=2)[N:17]=[C:16]([NH2:28])[C:15]=1[NH2:29].C(N(CC)CC)C, predict the reaction product. The product is: [Cl:13][C:14]1[N:19]=[C:18]([S:20][CH2:21][C:22]2[CH:27]=[CH:26][CH:25]=[CH:24][CH:23]=2)[N:17]=[C:16]2[C:15]=1[NH:29][C:2](=[O:4])[NH:28]2. (2) Given the reactants [CH2:1]([O:8][C:9]1[CH:14]=[CH:13][C:12]([C:15]2[CH:20]=[CH:19][C:18]([NH:21]C(=O)C(F)(F)F)=[CH:17][C:16]=2[Cl:28])=[C:11]([F:29])[CH:10]=1)[C:2]1[CH:7]=[CH:6][CH:5]=[CH:4][CH:3]=1.[I:30]I.OO, predict the reaction product. The product is: [CH2:1]([O:8][C:9]1[CH:14]=[CH:13][C:12]([C:15]2[CH:20]=[C:19]([I:30])[C:18]([NH2:21])=[CH:17][C:16]=2[Cl:28])=[C:11]([F:29])[CH:10]=1)[C:2]1[CH:7]=[CH:6][CH:5]=[CH:4][CH:3]=1. (3) The product is: [CH3:1][O:2][C:3](=[O:20])[C:4]([O:7][C:8]1[CH:13]=[C:12]([CH3:14])[C:11]([O:15][CH2:16][CH2:17][CH2:22][Br:21])=[CH:10][C:9]=1[CH3:19])([CH3:6])[CH3:5]. Given the reactants [CH3:1][O:2][C:3](=[O:20])[C:4]([O:7][C:8]1[CH:13]=[C:12]([CH3:14])[C:11]([O:15][CH2:16][CH2:17]Br)=[CH:10][C:9]=1[CH3:19])([CH3:6])[CH3:5].[Br:21][CH2:22]CBr, predict the reaction product. (4) Given the reactants [CH2:1]([CH:3]([CH2:19][CH3:20])[CH:4]([C:6]1[N:10]([C:11]2[CH:16]=[CH:15][C:14]([O:17][CH3:18])=[CH:13][CH:12]=2)[N:9]=[CH:8][CH:7]=1)O)[CH3:2].C1(P(C2C=CC=CC=2)C2C=CC=CC=2)C=CC=CC=1.N(C(OCC)=O)=NC(OCC)=O.C1(P([N:66]=[N+:67]=[N-:68])(C2C=CC=CC=2)=O)C=CC=CC=1, predict the reaction product. The product is: [N:66]([CH:4]([C:6]1[N:10]([C:11]2[CH:16]=[CH:15][C:14]([O:17][CH3:18])=[CH:13][CH:12]=2)[N:9]=[CH:8][CH:7]=1)[CH:3]([CH2:19][CH3:20])[CH2:1][CH3:2])=[N+:67]=[N-:68]. (5) Given the reactants [CH3:1][NH:2][CH2:3][CH2:4][CH2:5][CH:6]1[CH2:15][C:14]2[C:9](=[CH:10][CH:11]=[CH:12][CH:13]=2)[N:8]([C:16]2[CH:21]=[CH:20][CH:19]=[CH:18][CH:17]=2)[C:7]1=[O:22].Cl[CH2:24]CCC1(C)CC2C(=CC=CC=2)N(C2C=CC=CC=2)C1=O, predict the reaction product. The product is: [CH3:24][C:6]1([CH2:5][CH2:4][CH2:3][NH:2][CH3:1])[CH2:15][C:14]2[C:9](=[CH:10][CH:11]=[CH:12][CH:13]=2)[N:8]([C:16]2[CH:17]=[CH:18][CH:19]=[CH:20][CH:21]=2)[C:7]1=[O:22]. (6) Given the reactants [C:1]([O:10][CH3:11])(=[O:9])[C:2]1[C:3](=[CH:5][CH:6]=[CH:7][CH:8]=1)[OH:4].[F:12][C:13]1[CH:14]=[C:15]([CH:18]=[CH:19][CH:20]=1)[CH2:16]Br.C(=O)([O-])[O-].[K+].[K+].C(OCC)(=O)C, predict the reaction product. The product is: [F:12][C:13]1[CH:14]=[C:15]([CH:18]=[CH:19][CH:20]=1)[CH2:16][O:4][C:3]1[CH:5]=[CH:6][CH:7]=[CH:8][C:2]=1[C:1]([O:10][CH3:11])=[O:9].